From a dataset of Peptide-MHC class II binding affinity with 134,281 pairs from IEDB. Regression. Given a peptide amino acid sequence and an MHC pseudo amino acid sequence, predict their binding affinity value. This is MHC class II binding data. (1) The peptide sequence is EKKYFAATQFEPLAQ. The MHC is HLA-DPA10201-DPB10101 with pseudo-sequence HLA-DPA10201-DPB10101. The binding affinity (normalized) is 0.894. (2) The peptide sequence is ALSRVQSMFLGTGGS. The MHC is DRB5_0101 with pseudo-sequence DRB5_0101. The binding affinity (normalized) is 0.295. (3) The peptide sequence is PDLPYDYGALEPAIS. The MHC is DRB1_0101 with pseudo-sequence DRB1_0101. The binding affinity (normalized) is 0.470. (4) The binding affinity (normalized) is 0.999. The peptide sequence is ALLPRAGAAAAAALP. The MHC is HLA-DPA10103-DPB10301 with pseudo-sequence HLA-DPA10103-DPB10301. (5) The peptide sequence is YTQCIKGSPEFDWIL. The MHC is DRB1_0101 with pseudo-sequence DRB1_0101. The binding affinity (normalized) is 0.266.